Dataset: Full USPTO retrosynthesis dataset with 1.9M reactions from patents (1976-2016). Task: Predict the reactants needed to synthesize the given product. (1) The reactants are: C1([Li])C=CC=CC=1.[Br-].[S:9]1[CH:13]=[CH:12][CH:11]=[C:10]1[CH2:14][P+](C1C=CC=CC=1)(C1C=CC=CC=1)C1C=CC=CC=1.[CH2:34]([N:38]([CH2:51][CH2:52][CH2:53][CH3:54])[C:39]1[CH:46]=[C:45]([O:47][CH3:48])[C:42]([CH:43]=O)=[C:41]([O:49][CH3:50])[CH:40]=1)[CH2:35][CH2:36][CH3:37].C(Cl)(Cl)Cl. Given the product [CH2:34]([N:38]([CH2:51][CH2:52][CH2:53][CH3:54])[C:39]1[CH:46]=[C:45]([O:47][CH3:48])[C:42]([CH:43]=[CH:14][C:10]2[S:9][CH:13]=[CH:12][CH:11]=2)=[C:41]([O:49][CH3:50])[CH:40]=1)[CH2:35][CH2:36][CH3:37], predict the reactants needed to synthesize it. (2) Given the product [NH3:5].[O:23]1[CH:27]=[CH:26][C:25]([C:2]2[CH:7]=[CH:6][N:5]3[C:8]([C:11]4[CH:16]=[CH:15][CH:14]=[C:13]([C:17]5[CH:18]=[N:19][CH:20]=[CH:21][CH:22]=5)[CH:12]=4)=[CH:9][N:10]=[C:4]3[CH:3]=2)=[CH:24]1, predict the reactants needed to synthesize it. The reactants are: Cl[C:2]1[CH:7]=[CH:6][N:5]2[C:8]([C:11]3[CH:16]=[CH:15][CH:14]=[C:13]([C:17]4[CH:18]=[N:19][CH:20]=[CH:21][CH:22]=4)[CH:12]=3)=[CH:9][N:10]=[C:4]2[CH:3]=1.[O:23]1[CH:27]=[CH:26][C:25](B(O)O)=[CH:24]1.C(=O)([O-])[O-].[Cs+].[Cs+]. (3) Given the product [CH3:25][N:26]([CH2:27][CH:28]([NH:36][C:21]([C:17]1[C:18]2[C:13](=[N:12][C:11]3[C:20]([N:19]=2)=[C:7]2[CH:6]=[CH:5][CH:4]=[C:3]([O:2][CH3:1])[C:8]2=[CH:9][CH:10]=3)[CH:14]=[CH:15][CH:16]=1)=[O:22])[CH2:29][C:30]1[CH:35]=[CH:34][CH:33]=[CH:32][CH:31]=1)[CH3:37], predict the reactants needed to synthesize it. The reactants are: [CH3:1][O:2][C:3]1[C:8]2=[CH:9][CH:10]=[C:11]3[C:20]([N:19]=[C:18]4[C:13]([CH:14]=[CH:15][CH:16]=[C:17]4[C:21](O)=[O:22])=[N:12]3)=[C:7]2[CH:6]=[CH:5][CH:4]=1.Cl.[CH3:25][N:26]([CH3:37])[CH2:27][CH:28]([NH2:36])[CH2:29][C:30]1[CH:35]=[CH:34][CH:33]=[CH:32][CH:31]=1. (4) Given the product [CH2:29]([N:33]([CH3:34])[C:24]([N:17]1[CH2:18][CH2:19][C:12]2([C:11](=[O:20])[N:10]([C:7]3[CH:8]=[CH:9][C:4]([CH:1]4[CH2:3][CH2:2]4)=[CH:5][CH:6]=3)[CH2:14][CH2:13]2)[CH2:15][CH2:16]1)=[O:23])[CH:30]([CH3:32])[CH3:31], predict the reactants needed to synthesize it. The reactants are: [CH:1]1([C:4]2[CH:9]=[CH:8][C:7]([N:10]3[CH2:14][CH2:13][C:12]4([CH2:19][CH2:18][NH:17][CH2:16][CH2:15]4)[C:11]3=[O:20])=[CH:6][CH:5]=2)[CH2:3][CH2:2]1.O=C(Cl)[O:23][C:24](Cl)(Cl)Cl.[CH2:29]([NH:33][CH3:34])[CH:30]([CH3:32])[CH3:31]. (5) Given the product [Cl:25][C:9]1[S:10][C:11]([C:20]([O:22][CH2:23][CH3:24])=[O:21])=[C:12]([C:14]2[N:18]([CH3:19])[N:17]=[CH:16][N:15]=2)[N:13]=1, predict the reactants needed to synthesize it. The reactants are: N(OC(C)(C)C)=O.N[C:9]1[S:10][C:11]([C:20]([O:22][CH2:23][CH3:24])=[O:21])=[C:12]([C:14]2[N:18]([CH3:19])[N:17]=[CH:16][N:15]=2)[N:13]=1.[ClH:25].